This data is from Catalyst prediction with 721,799 reactions and 888 catalyst types from USPTO. The task is: Predict which catalyst facilitates the given reaction. (1) Reactant: [Br:1][C:2]1[CH:3]=[CH:4][C:5]([OH:21])=[C:6]([C:8]([C:10]2[CH:11]=[N:12][N:13]([C:15]3[CH:20]=[CH:19][CH:18]=[CH:17][CH:16]=3)[CH:14]=2)=[O:9])[CH:7]=1.Br[CH2:23][C:24]#[N:25].C([O-])([O-])=O.[K+].[K+]. Product: [Br:1][C:2]1[CH:3]=[CH:4][C:5]([O:21][CH2:23][C:24]#[N:25])=[C:6]([C:8]([C:10]2[CH:11]=[N:12][N:13]([C:15]3[CH:20]=[CH:19][CH:18]=[CH:17][CH:16]=3)[CH:14]=2)=[O:9])[CH:7]=1. The catalyst class is: 21. (2) Product: [CH2:24]([O:23][CH:4]([O:3][CH2:1][CH3:2])[C:5]1[O:13][C:12]2[C:11]([C:14]3[CH:15]=[C:16]([CH:17]=[CH:18][CH:19]=3)[NH2:20])=[CH:10][N:9]=[CH:8][C:7]=2[CH:6]=1)[CH3:25]. Reactant: [CH2:1]([O:3][CH:4]([O:23][CH2:24][CH3:25])[C:5]1[O:13][C:12]2[C:11]([C:14]3[CH:19]=[CH:18][CH:17]=[C:16]([N+:20]([O-])=O)[CH:15]=3)=[CH:10][N:9]=[CH:8][C:7]=2[CH:6]=1)[CH3:2]. The catalyst class is: 19. (3) Reactant: [Br:1][CH2:2][CH2:3][CH2:4][CH2:5][C:6]([OH:8])=[O:7].[CH2:9](O)[C:10]1[CH:15]=[CH:14][CH:13]=[CH:12][CH:11]=1. Product: [Br:1][CH2:2][CH2:3][CH2:4][CH2:5][C:6]([O:8][CH2:9][C:10]1[CH:15]=[CH:14][CH:13]=[CH:12][CH:11]=1)=[O:7]. The catalyst class is: 626. (4) Reactant: Br[C:2]1[N:3]=[C:4]([NH2:8])[S:5][C:6]=1[CH3:7].[C:9]1(B2OC(C)(C)C(C)(C)O2)[CH2:14][CH2:13][CH2:12][CH2:11][CH:10]=1.P([O-])([O-])([O-])=O.[K+].[K+].[K+]. Product: [C:9]1([C:2]2[N:3]=[C:4]([NH2:8])[S:5][C:6]=2[CH3:7])[CH2:14][CH2:13][CH2:12][CH2:11][CH:10]=1. The catalyst class is: 77.